Dataset: Experimentally validated miRNA-target interactions with 360,000+ pairs, plus equal number of negative samples. Task: Binary Classification. Given a miRNA mature sequence and a target amino acid sequence, predict their likelihood of interaction. (1) The miRNA is hsa-miR-4270 with sequence UCAGGGAGUCAGGGGAGGGC. The protein sequence of the target gene is MNGFSTEEDSREGPPAAPAAAAPGYGQSCCLIEDGERCVRPAGNASFSKRVQKSISQKKLKLDIDKSVRHLYICDFHKNFIQSVRNKRKRKTSDDGGDSPEHDTDIPEVDLFQLQVNTLRRYKRHYKLQTRPGFNKAQLAETVSRHFRNIPVNEKETLAYFIYMVKSNKSRLDQKSEGGKQLE. Result: 0 (no interaction). (2) The miRNA is hsa-miR-6739-3p with sequence AUUGUUCUGUCUUUCUCCCAG. The protein sequence of the target gene is MASASYHISNLLEKMTSSDKDFRFMATNDLMTELQKDSIKLDDDSERKVVKMILKLLEDKNGEVQNLAVKCLGPLVSKVKEYQVETIVDTLCTNMLSDKEQLRDISSIGLKTVIGELPPASSGSALAANVCKKITGRLTSAIAKQEDVSVQLEALDIMADMLSRQGGLLVNFHPSILTCLLPQLTSPRLAVRKRTIIALGHLVMSCGNIVFVDLIEHLLSELSKNDSMSTTRTYIQCIAAISRQAGHRIGEYLEKIIPLVVKFCNVDDDELREYCIQAFESFVRRCPKEVYPHVSTIINI.... Result: 1 (interaction). (3) The miRNA is hsa-miR-16-5p with sequence UAGCAGCACGUAAAUAUUGGCG. The protein sequence of the target gene is MATVRASLRGALLLLLAVAGVAEVAGGLAPGSAGALCCNHSKDNQMCRDVCEQIFSSKSESRLKHLLQRAPDYCPETMVEIWNCMNSSLPGVFKKSDGWVGLGCCELAIALECRQACKQASSKNDISKVCRKEYENALFSCISRNEMGSVCCSYAGHHTNCREYCQAIFRTDSSPGPSQIKAVENYCASISPQLIHCVNNYTQSYPMRNPTDSLYCCDRAEDHACQNACKRILMSKKTEMEIVDGLIEGCKTQPLPQDPLWQCFLESSQSVHPGVTVHPPPSTGLDGAKLHCCSKANTST.... Result: 1 (interaction).